Dataset: Reaction yield outcomes from USPTO patents with 853,638 reactions. Task: Predict the reaction yield, written as a fraction of the theoretical maximum amount of product (1.0 means a 100% yield; for example, 0.34 means a 34% yield). (1) The reactants are [CH2:1]([C:3]1[N:4]([C:28]2[CH:33]=[CH:32][C:31]([OH:34])=[CH:30][CH:29]=2)[C:5](=[O:27])[C:6]([CH2:12][C:13]2[CH:18]=[CH:17][C:16]([C:19]3[C:20]([C:25]#[N:26])=[CH:21][CH:22]=[CH:23][CH:24]=3)=[CH:15][CH:14]=2)=[C:7]([CH2:9][CH2:10][CH3:11])[N:8]=1)[CH3:2].[CH3:35][N:36]1[CH2:41][CH2:40][CH:39](O)[CH2:38][CH2:37]1.C1(P(C2C=CC=CC=2)C2C=CC=CC=2)C=CC=CC=1.[N:63]([C:64]([O:66]C(C)C)=[O:65])=[N:63][C:64]([O:66]C(C)C)=[O:65]. The catalyst is O1CCCC1.O. The product is [CH2:1]([C:3]1[N:4]([C:28]2[CH:33]=[CH:32][C:31]([O:34][CH:39]3[CH2:40][CH2:41][N:36]([CH3:35])[CH2:37][CH2:38]3)=[CH:30][CH:29]=2)[C:5](=[O:27])[C:6]([CH2:12][C:13]2[CH:18]=[CH:17][C:16]([C:19]3[CH:24]=[CH:23][CH:22]=[CH:21][C:20]=3[C:25]3[NH:63][C:64](=[O:65])[O:66][N:26]=3)=[CH:15][CH:14]=2)=[C:7]([CH2:9][CH2:10][CH3:11])[N:8]=1)[CH3:2]. The yield is 0.250. (2) The reactants are [N:1]1[CH:6]=[CH:5][CH:4]=[CH:3][C:2]=1[CH2:7][N:8]1[C:16]2[C:11](=[CH:12][C:13]([OH:17])=[CH:14][CH:15]=2)[CH2:10][CH2:9]1.[Na].[CH2:19]([N:25]=[C:26]=[O:27])[CH2:20][CH2:21][CH2:22][CH2:23][CH3:24]. The catalyst is C(OCC)C. The product is [CH2:19]([NH:25][C:26](=[O:27])[O:17][C:13]1[CH:12]=[C:11]2[C:16](=[CH:15][CH:14]=1)[N:8]([CH2:7][C:2]1[CH:3]=[CH:4][CH:5]=[CH:6][N:1]=1)[CH2:9][CH2:10]2)[CH2:20][CH2:21][CH2:22][CH2:23][CH3:24]. The yield is 0.680. (3) The reactants are [C@@H:1]12[CH2:7][NH:6][C@@H:5]1[CH2:4][N:3]([C:8]([O:10][CH2:11][C:12]1[CH:17]=[CH:16][CH:15]=[CH:14][CH:13]=1)=[O:9])[CH2:2]2.[Br:18][C:19]1[CH:20]=[N:21][CH:22]=[C:23](Br)[CH:24]=1. No catalyst specified. The product is [Br:18][C:19]1[CH:24]=[C:23]([N:6]2[CH2:7][C@@H:1]3[C@H:5]2[CH2:4][N:3]([C:8]([O:10][CH2:11][C:12]2[CH:17]=[CH:16][CH:15]=[CH:14][CH:13]=2)=[O:9])[CH2:2]3)[CH:22]=[N:21][CH:20]=1. The yield is 0.470.